Task: Predict the reaction yield, written as a fraction of the theoretical maximum amount of product (1.0 means a 100% yield; for example, 0.34 means a 34% yield).. Dataset: Reaction yield outcomes from USPTO patents with 853,638 reactions (1) The reactants are [C:1]([CH2:3][C:4]([NH2:6])=[O:5])#[N:2].C[C:8]([CH3:11])([O-])[CH3:9].[K+].[CH3:13][C:14](=O)[C:15]#CC. The catalyst is CS(C)=O. The product is [CH2:14]([C:15]1[CH:11]=[C:8]([CH3:9])[NH:6][C:4](=[O:5])[C:3]=1[C:1]#[N:2])[CH3:13]. The yield is 0.710. (2) The reactants are Br[C:2]1[CH:23]=[CH:22][C:5]2[C:6]3[N:7]=[C:8]([N:14]4[C:18]([CH:19]5[CH2:21][CH2:20]5)=[CH:17][N:16]=[N:15]4)[S:9][C:10]=3[CH2:11][CH2:12][O:13][C:4]=2[CH:3]=1.Cl.N[OH:26].F[B-](F)(F)F.C(P(C(C)(C)C)C(C)(C)C)(C)(C)C.[N:45]12[CH2:55]CCN=C1CCCCC2.CCN(C(C)C)C(C)C. The catalyst is O1CCOCC1.C(OCC)(=O)C.CS(C)=O.O.[C-]#[O+].[C-]#[O+].[C-]#[O+].[C-]#[O+].[C-]#[O+].[C-]#[O+].[Mo]. The product is [CH:19]1([C:18]2[N:14]([C:8]3[S:9][C:10]4[CH2:11][CH2:12][O:13][C:4]5[CH:3]=[C:2]([C:55]([NH2:45])=[O:26])[CH:23]=[CH:22][C:5]=5[C:6]=4[N:7]=3)[N:15]=[N:16][CH:17]=2)[CH2:21][CH2:20]1. The yield is 0.210. (3) The reactants are C([O:8][C:9]1[CH:18]=[C:17]2[C:12]([C:13]([O:19][C:20]3[CH:25]=[CH:24][C:23]([N+:26]([O-:28])=[O:27])=[CH:22][C:21]=3[F:29])=[CH:14][CH:15]=[N:16]2)=[CH:11][C:10]=1[O:30][CH3:31])C1C=CC=CC=1.Br. The catalyst is CC(O)=O. The product is [F:29][C:21]1[CH:22]=[C:23]([N+:26]([O-:28])=[O:27])[CH:24]=[CH:25][C:20]=1[O:19][C:13]1[C:12]2[C:17](=[CH:18][C:9]([OH:8])=[C:10]([O:30][CH3:31])[CH:11]=2)[N:16]=[CH:15][CH:14]=1. The yield is 0.920.